This data is from NCI-60 drug combinations with 297,098 pairs across 59 cell lines. The task is: Regression. Given two drug SMILES strings and cell line genomic features, predict the synergy score measuring deviation from expected non-interaction effect. (1) Drug 1: C1C(C(OC1N2C=NC3=C(N=C(N=C32)Cl)N)CO)O. Drug 2: C1CN1C2=NC(=NC(=N2)N3CC3)N4CC4. Cell line: SK-OV-3. Synergy scores: CSS=30.6, Synergy_ZIP=-5.17, Synergy_Bliss=3.13, Synergy_Loewe=-2.73, Synergy_HSA=2.75. (2) Drug 1: C1=CC(=CC=C1CCC2=CNC3=C2C(=O)NC(=N3)N)C(=O)NC(CCC(=O)O)C(=O)O. Drug 2: CC(C1=C(C=CC(=C1Cl)F)Cl)OC2=C(N=CC(=C2)C3=CN(N=C3)C4CCNCC4)N. Cell line: HOP-92. Synergy scores: CSS=8.28, Synergy_ZIP=-5.54, Synergy_Bliss=-5.27, Synergy_Loewe=-5.26, Synergy_HSA=-3.57. (3) Drug 1: C(=O)(N)NO. Drug 2: CC1CCCC2(C(O2)CC(NC(=O)CC(C(C(=O)C(C1O)C)(C)C)O)C(=CC3=CSC(=N3)C)C)C. Cell line: HOP-92. Synergy scores: CSS=27.2, Synergy_ZIP=-0.457, Synergy_Bliss=0.0881, Synergy_Loewe=-2.49, Synergy_HSA=2.04. (4) Drug 1: C(=O)(N)NO. Drug 2: C1=NNC2=C1C(=O)NC=N2. Cell line: U251. Synergy scores: CSS=-2.00, Synergy_ZIP=1.21, Synergy_Bliss=1.96, Synergy_Loewe=-1.66, Synergy_HSA=-1.18. (5) Cell line: SK-MEL-2. Drug 2: C1CNP(=O)(OC1)N(CCCl)CCCl. Drug 1: C1CCN(CC1)CCOC2=CC=C(C=C2)C(=O)C3=C(SC4=C3C=CC(=C4)O)C5=CC=C(C=C5)O. Synergy scores: CSS=-4.94, Synergy_ZIP=2.57, Synergy_Bliss=0.861, Synergy_Loewe=-2.37, Synergy_HSA=-3.04.